From a dataset of Full USPTO retrosynthesis dataset with 1.9M reactions from patents (1976-2016). Predict the reactants needed to synthesize the given product. (1) The reactants are: [CH3:1][O:2][C:3]1[CH:12]=[C:11](OC)[CH:10]=[C:9]2[C:4]=1[C:5](=[O:33])[NH:6][C:7]([C:15]1[CH:20]=[CH:19][CH:18]=[C:17]([N:21]3[CH2:26][CH2:25][N:24]([CH2:27][CH2:28]S(C)(=O)=O)[CH2:23][CH2:22]3)[N:16]=1)=[N:8]2.C(N1CCN([C:43]2N=[C:47]([CH:49]=O)[CH:46]=[CH:45][CH:44]=2)CC1)(C)C.[CH3:51]C1C=CC(S(O)(=O)=O)=CC=1.OS([O-])=O.[Na+]. Given the product [CH:27]([N:24]1[CH2:23][CH2:22][N:21]([C:17]2[N:16]=[C:15]([C:7]3[NH:6][C:5](=[O:33])[C:4]4[C:9](=[CH:10][C:11]([C:43]5[CH:44]=[CH:45][CH:46]=[CH:47][CH:49]=5)=[CH:12][C:3]=4[O:2][CH3:1])[N:8]=3)[CH:20]=[CH:19][CH:18]=2)[CH2:26][CH2:25]1)([CH3:51])[CH3:28], predict the reactants needed to synthesize it. (2) Given the product [CH3:23][N:8]([CH3:7])[CH:9]=[CH:10][C:11]([C:13]1[CH:14]=[C:15]([N:19]([CH2:1][CH3:2])[C:20](=[O:22])[CH3:21])[CH:16]=[CH:17][CH:18]=1)=[O:12], predict the reactants needed to synthesize it. The reactants are: [CH3:1][C:2](C)([O-])C.[K+].[CH3:7][N:8]([CH3:23])[CH:9]=[CH:10][C:11]([C:13]1[CH:14]=[C:15]([NH:19][C:20](=[O:22])[CH3:21])[CH:16]=[CH:17][CH:18]=1)=[O:12].C(I)C.CCCCCC. (3) Given the product [NH2:26][C:23]1[CH:24]=[CH:25][C:19]([O:18][CH3:17])=[C:20]([NH:21][C:14]2[CH:15]=[C:10]([NH:9][C:4]3[CH:5]=[CH:6][C:7]([F:8])=[C:2]([Cl:1])[CH:3]=3)[N:11]=[CH:12][N:13]=2)[CH:22]=1, predict the reactants needed to synthesize it. The reactants are: [Cl:1][C:2]1[CH:3]=[C:4]([NH:9][C:10]2[CH:15]=[C:14](Cl)[N:13]=[CH:12][N:11]=2)[CH:5]=[CH:6][C:7]=1[F:8].[CH3:17][O:18][C:19]1[CH:25]=[CH:24][C:23]([N+:26]([O-])=O)=[CH:22][C:20]=1[NH2:21].